This data is from HIV replication inhibition screening data with 41,000+ compounds from the AIDS Antiviral Screen. The task is: Binary Classification. Given a drug SMILES string, predict its activity (active/inactive) in a high-throughput screening assay against a specified biological target. (1) The drug is Cc1c(CCOC=O)c(=O)nc2[nH]ncn12. The result is 0 (inactive). (2) The drug is CCn1c(=O)c(N=O)c(N)n(CC(C)C)c1=O. The result is 0 (inactive).